Task: Predict the product of the given reaction.. Dataset: Forward reaction prediction with 1.9M reactions from USPTO patents (1976-2016) (1) The product is: [N+:11]([C:14]1[CH:19]=[C:18]([C:2]2[C:3]3[CH:10]=[CH:9][NH:8][C:4]=3[N:5]=[CH:6][N:7]=2)[CH:17]=[CH:16][CH:15]=1)([O-:13])=[O:12]. Given the reactants Cl[C:2]1[C:3]2[CH:10]=[CH:9][NH:8][C:4]=2[N:5]=[CH:6][N:7]=1.[N+:11]([C:14]1[CH:15]=[C:16](B(O)O)[CH:17]=[CH:18][CH:19]=1)([O-:13])=[O:12].C(=O)([O-])[O-].[Na+].[Na+].CCOC(C)=O, predict the reaction product. (2) Given the reactants [H-].[Al+3].[Li+].[H-].[H-].[H-].C(O[C:10]([C:12]1[C:13]([CH3:24])=[N:14][N:15]([C:17]2[C:22](Br)=[CH:21][CH:20]=[CH:19][N:18]=2)[CH:16]=1)=[O:11])C.O1[CH2:29][CH2:28][CH2:27]C1, predict the reaction product. The product is: [CH:27]1([C:22]2[C:17]([N:15]3[CH:16]=[C:12]([CH2:10][OH:11])[C:13]([CH3:24])=[N:14]3)=[N:18][CH:19]=[CH:20][CH:21]=2)[CH2:28][CH2:29]1. (3) Given the reactants Br[C:2]1[C:3]2[N:10](C(OC(C)(C)C)=O)[CH:9]=[CH:8][C:4]=2[CH:5]=[N:6][CH:7]=1.C1(P(C2C=CC=CC=2)CCCP(C2C=CC=CC=2)C2C=CC=CC=2)C=CC=CC=1.CN([CH:50]=[O:51])C.[CH3:52][OH:53], predict the reaction product. The product is: [NH:10]1[C:3]2[C:2]([C:52]([O:51][CH3:50])=[O:53])=[CH:7][N:6]=[CH:5][C:4]=2[CH:8]=[CH:9]1. (4) Given the reactants CN([CH:4]=[O:5])C.P(Cl)(Cl)(Cl)=O.[OH:11][CH2:12][C:13]([NH:16][C:17]([C:19]1[NH:20][C:21]2[C:26]([CH:27]=1)=[CH:25][C:24]([O:28][CH3:29])=[CH:23][CH:22]=2)=[O:18])([CH3:15])[CH3:14].[OH-].[Na+], predict the reaction product. The product is: [CH:4]([C:27]1[C:26]2[C:21](=[CH:22][CH:23]=[C:24]([O:28][CH3:29])[CH:25]=2)[NH:20][C:19]=1[C:17]([NH:16][C:13]([CH3:15])([CH3:14])[CH2:12][OH:11])=[O:18])=[O:5]. (5) Given the reactants [CH:1]1([CH:7]2[C:16]3[C:11](=[CH:12][CH:13]=[CH:14][CH:15]=3)[CH2:10][CH2:9][N:8]2[C:17](=[O:20])[CH2:18][NH2:19])[CH2:6][CH2:5][CH2:4][CH2:3][CH2:2]1.[CH3:21][CH:22]1[C:24]2([CH2:29][CH2:28][CH2:27][CH2:26][CH2:25]2)[O:23]1.O, predict the reaction product. The product is: [CH:1]1([CH:7]2[C:16]3[C:11](=[CH:12][CH:13]=[CH:14][CH:15]=3)[CH2:10][CH2:9][N:8]2[C:17](=[O:20])[CH2:18][NH:19][CH:22]([C:24]2([OH:23])[CH2:29][CH2:28][CH2:27][CH2:26][CH2:25]2)[CH3:21])[CH2:2][CH2:3][CH2:4][CH2:5][CH2:6]1. (6) The product is: [Cl:1][C:2]1[CH:7]=[CH:6][C:5]([C:8]2[N:12]([C:13]3[CH:18]=[CH:17][C:16]([Cl:19])=[CH:15][C:14]=3[Cl:20])[N:11]=[C:10]([C:21]([NH:23][NH:24][C:27](=[O:32])[C:28]([CH3:31])([CH3:30])[CH3:29])=[O:22])[C:9]=2[S:25][CH3:26])=[CH:4][CH:3]=1. Given the reactants [Cl:1][C:2]1[CH:7]=[CH:6][C:5]([C:8]2[N:12]([C:13]3[CH:18]=[CH:17][C:16]([Cl:19])=[CH:15][C:14]=3[Cl:20])[N:11]=[C:10]([C:21]([NH:23][NH2:24])=[O:22])[C:9]=2[S:25][CH3:26])=[CH:4][CH:3]=1.[C:27](O)(=[O:32])[C:28]([CH3:31])([CH3:30])[CH3:29].CCN=C=NCCCN(C)C.Cl, predict the reaction product.